This data is from Reaction yield outcomes from USPTO patents with 853,638 reactions. The task is: Predict the reaction yield, written as a fraction of the theoretical maximum amount of product (1.0 means a 100% yield; for example, 0.34 means a 34% yield). (1) The reactants are [F:1][C:2]1[CH:7]=[CH:6][C:5]([N:8]2[C:12]([C:13]3[CH:23]=[CH:22][C:16]4[O:17][CH2:18][C:19](=[O:21])[NH:20][C:15]=4[CH:14]=3)=[CH:11][C:10]([C:24]([F:27])([F:26])[F:25])=[N:9]2)=[CH:4][CH:3]=1.C1C(=O)N([Cl:35])C(=O)C1. No catalyst specified. The product is [Cl:35][C:11]1[C:10]([C:24]([F:27])([F:25])[F:26])=[N:9][N:8]([C:5]2[CH:6]=[CH:7][C:2]([F:1])=[CH:3][CH:4]=2)[C:12]=1[C:13]1[CH:23]=[CH:22][C:16]2[O:17][CH2:18][C:19](=[O:21])[NH:20][C:15]=2[CH:14]=1. The yield is 0.260. (2) The reactants are Br[C:2]1[CH:3]=[C:4]([CH:11]=[CH:12][CH:13]=1)[O:5][CH2:6][CH2:7][N:8]([CH3:10])[CH3:9].[CH3:14][C:15]1([CH3:31])[C:19]([CH3:21])([CH3:20])[O:18][B:17]([B:17]2[O:18][C:19]([CH3:21])([CH3:20])[C:15]([CH3:31])([CH3:14])[O:16]2)[O:16]1.CC([O-])=O.[K+].C(Cl)Cl. The catalyst is O1CCOCC1.C1C=CC(P(C2C=CC=CC=2)[C-]2C=CC=C2)=CC=1.C1C=CC(P(C2C=CC=CC=2)[C-]2C=CC=C2)=CC=1.Cl[Pd]Cl.[Fe+2]. The product is [CH3:9][N:8]([CH3:10])[CH2:7][CH2:6][O:5][C:4]1[CH:11]=[CH:12][CH:13]=[C:2]([B:17]2[O:18][C:19]([CH3:21])([CH3:20])[C:15]([CH3:31])([CH3:14])[O:16]2)[CH:3]=1. The yield is 0.190. (3) The reactants are [Br:1][C:2]1[CH:24]=[C:23]([C:25]([NH:27][CH2:28][C:29]2[CH:34]=[CH:33][CH:32]=[C:31]([OH:35])[CH:30]=2)=[O:26])[CH:22]=[CH:21][C:3]=1[C:4]([NH:6][C@H:7]([C:17]([O:19]C)=[O:18])[CH2:8][NH:9][C:10]([C:12]1[S:13][CH:14]=[CH:15][CH:16]=1)=[O:11])=[O:5].[OH-].[Na+]. The catalyst is CO.ClCCl. The product is [Br:1][C:2]1[CH:24]=[C:23]([C:25]([NH:27][CH2:28][C:29]2[CH:34]=[CH:33][CH:32]=[C:31]([OH:35])[CH:30]=2)=[O:26])[CH:22]=[CH:21][C:3]=1[C:4]([NH:6][C@H:7]([C:17]([OH:19])=[O:18])[CH2:8][NH:9][C:10]([C:12]1[S:13][CH:14]=[CH:15][CH:16]=1)=[O:11])=[O:5]. The yield is 0.760. (4) The reactants are [CH3:1][N:2]([S:23]([CH3:26])(=[O:25])=[O:24])[C:3]1[CH:12]=[CH:11][C:10]([C:13]#[C:14][CH2:15][O:16][CH:17]2[CH2:22][CH2:21][CH2:20][CH2:19][O:18]2)=[CH:9][C:4]=1[C:5]([O:7]C)=O.[H-].[Na+].CO. The catalyst is CN(C=O)C. The product is [CH3:1][N:2]1[C:3]2[CH:12]=[CH:11][C:10]([C:13]#[C:14][CH2:15][O:16][CH:17]3[CH2:22][CH2:21][CH2:20][CH2:19][O:18]3)=[CH:9][C:4]=2[C:5](=[O:7])[CH2:26][S:23]1(=[O:25])=[O:24]. The yield is 0.690. (5) The reactants are [Cl-].[Al+3].[Cl-].[Cl-].Cl[CH2:6][C:7](Cl)=[O:8].[OH:10][C:11]1[CH:19]=[CH:18][CH:17]=[C:16]([OH:20])[C:12]=1[C:13]([OH:15])=[O:14].C(OCC)(=O)C. The catalyst is [N+](C1C=CC=CC=1)([O-])=O. The product is [OH:10][C:11]1[CH:19]=[CH:18][C:17]2[C:7](=[O:8])[CH2:6][O:20][C:16]=2[C:12]=1[C:13]([OH:15])=[O:14]. The yield is 0.890. (6) The reactants are Br[C:2]1[CH:3]=[CH:4][C:5]([N+:8]([O-:10])=[O:9])=[N:6][CH:7]=1.[CH3:11][C@H:12]1[NH:17][CH2:16][CH2:15][N:14]([C:18]([O:20][C:21]([CH3:24])([CH3:23])[CH3:22])=[O:19])[CH2:13]1.C(=O)([O-])[O-].[Cs+].[Cs+].CC1(C)C2C(=C(P(C3C=CC=CC=3)C3C=CC=CC=3)C=CC=2)OC2C(P(C3C=CC=CC=3)C3C=CC=CC=3)=CC=CC1=2. The catalyst is C1C=CC(/C=C/C(/C=C/C2C=CC=CC=2)=O)=CC=1.C1C=CC(/C=C/C(/C=C/C2C=CC=CC=2)=O)=CC=1.C1C=CC(/C=C/C(/C=C/C2C=CC=CC=2)=O)=CC=1.[Pd].[Pd].O1CCOCC1. The product is [CH3:11][C@H:12]1[N:17]([C:2]2[CH:7]=[N:6][C:5]([N+:8]([O-:10])=[O:9])=[CH:4][CH:3]=2)[CH2:16][CH2:15][N:14]([C:18]([O:20][C:21]([CH3:22])([CH3:24])[CH3:23])=[O:19])[CH2:13]1. The yield is 0.440. (7) The reactants are [F:1][C:2]([F:13])([F:12])[C:3](=O)[CH2:4][C:5](=O)[C:6]([CH3:9])([CH3:8])[CH3:7].Cl.[N+:15]([C:18]1[CH:23]=[CH:22][C:21]([NH:24][NH2:25])=[CH:20][CH:19]=1)([O-:17])=[O:16]. No catalyst specified. The product is [C:6]([C:5]1[N:24]([C:21]2[CH:22]=[CH:23][C:18]([N+:15]([O-:17])=[O:16])=[CH:19][CH:20]=2)[N:25]=[C:3]([C:2]([F:13])([F:12])[F:1])[CH:4]=1)([CH3:9])([CH3:8])[CH3:7]. The yield is 0.947.